This data is from Full USPTO retrosynthesis dataset with 1.9M reactions from patents (1976-2016). The task is: Predict the reactants needed to synthesize the given product. (1) Given the product [F:32][C:31]([F:34])([F:33])[C:4]1[CH:5]=[C:6]([C:12]2([C:35]([F:37])([F:38])[F:36])[CH2:16][C:15]([C:17]3[CH:30]=[CH:29][C:20]([C:21]([NH:23][CH2:24][C:25]([OH:27])=[O:26])=[O:22])=[C:19]([C:31]([F:33])([F:34])[F:32])[CH:18]=3)=[N:14][CH2:13]2)[CH:7]=[C:8]([C:35]([F:38])([F:37])[F:36])[CH:9]=1, predict the reactants needed to synthesize it. The reactants are: [OH-].[Na+].Cl[C:4]1[CH:5]=[C:6]([C:12]2([C:35]([F:38])([F:37])[F:36])[CH2:16][C:15]([C:17]3[CH:30]=[CH:29][C:20]([C:21]([NH:23][CH2:24][C:25]([O:27]C)=[O:26])=[O:22])=[C:19]([C:31]([F:34])([F:33])[F:32])[CH:18]=3)=[N:14][CH2:13]2)[CH:7]=[C:8](Cl)[C:9]=1Cl. (2) Given the product [F:8][C:6]1[CH:5]=[C:4]([CH2:9][C:10]([NH:13][C@H:14]([C:16]([C:18]2([NH2:38])[N:24]=[C:23]([C:25]3[CH:26]=[CH:27][CH:28]=[CH:29][CH:30]=3)[C:22]3[CH:31]=[C:32]([Cl:35])[CH:33]=[CH:34][C:21]=3[N:20]([CH3:36])[C:19]2=[O:37])=[O:17])[CH3:15])=[O:12])[CH:3]=[C:2]([F:1])[CH:7]=1, predict the reactants needed to synthesize it. The reactants are: [F:1][C:2]1[CH:3]=[C:4]([CH2:9][C:10]([OH:12])=O)[CH:5]=[C:6]([F:8])[CH:7]=1.[NH2:13][C@H:14]([C:16]([C:18]1([NH2:38])[N:24]=[C:23]([C:25]2[CH:30]=[CH:29][CH:28]=[CH:27][CH:26]=2)[C:22]2[CH:31]=[C:32]([Cl:35])[CH:33]=[CH:34][C:21]=2[N:20]([CH3:36])[C:19]1=[O:37])=[O:17])[CH3:15]. (3) Given the product [NH2:1][C:4]1[CH:5]=[C:6]2[C:11](=[CH:12][CH:13]=1)[NH:10][C:9](=[O:14])[C:8]([C:15]1[S:16][CH:17]=[CH:18][CH:19]=1)=[N:7]2, predict the reactants needed to synthesize it. The reactants are: [N+:1]([C:4]1[CH:5]=[C:6]2[C:11](=[CH:12][CH:13]=1)[NH:10][C:9](=[O:14])[C:8]([C:15]1[S:16][CH:17]=[CH:18][CH:19]=1)=[N:7]2)([O-])=O.NN.O.